Dataset: Reaction yield outcomes from USPTO patents with 853,638 reactions. Task: Predict the reaction yield, written as a fraction of the theoretical maximum amount of product (1.0 means a 100% yield; for example, 0.34 means a 34% yield). (1) The reactants are Br[C:2]1[CH:3]=[CH:4][C:5]([NH2:8])=[N:6][CH:7]=1.O.P([O-])([O-])([O-])=O.[K+].[K+].[K+].[CH3:18][C:19]1(C)[C:23](C)(C)OB(C(C)=C)O1. The catalyst is O1CCOCC1.C1C=CC(P(C2C=CC=CC=2)[C-]2C=CC=C2)=CC=1.C1C=CC(P(C2C=CC=CC=2)[C-]2C=CC=C2)=CC=1.Cl[Pd]Cl.[Fe+2]. The product is [CH2:18]=[C:19]([C:2]1[CH:3]=[CH:4][C:5]([NH2:8])=[N:6][CH:7]=1)[CH3:23]. The yield is 0.910. (2) The reactants are C[O:2][C:3]1[N:8]=[CH:7][C:6]([C:9]2[N:13]=[C:12]([C:14]3[CH:19]=[CH:18][C:17]([C:20]([F:23])([F:22])[F:21])=[CH:16][CH:15]=3)[N:11]([CH3:24])[C:10]=2[C:25]([N:27]2[CH2:32][CH2:31][CH:30]([N:33]3[CH2:37][CH2:36][CH2:35][CH2:34]3)[CH2:29][CH2:28]2)=[O:26])=[CH:5][N:4]=1.B(Br)(Br)Br.C(=O)([O-])O.[Na+]. The catalyst is C(Cl)Cl. The product is [OH:2][C:3]1[N:8]=[CH:7][C:6]([C:9]2[N:13]=[C:12]([C:14]3[CH:19]=[CH:18][C:17]([C:20]([F:22])([F:21])[F:23])=[CH:16][CH:15]=3)[N:11]([CH3:24])[C:10]=2[C:25]([N:27]2[CH2:28][CH2:29][CH:30]([N:33]3[CH2:37][CH2:36][CH2:35][CH2:34]3)[CH2:31][CH2:32]2)=[O:26])=[CH:5][N:4]=1. The yield is 0.370. (3) The reactants are [NH2:1][C:2]1[CH:12]=[CH:11][C:5]([C:6]([O:8][CH2:9][CH3:10])=[O:7])=[CH:4][CH:3]=1.[Cl:13][C:14]1[CH:19]=[CH:18][C:17]([CH:20]([CH2:30][C:31](=[O:39])NC2C=CC=CC=2)[CH2:21][NH:22][C:23](=[O:29])[O:24][C:25]([CH3:28])([CH3:27])[CH3:26])=[CH:16][CH:15]=1. No catalyst specified. The product is [C:25]([O:24][C:23]([NH:22][CH2:21][CH:20]([C:17]1[CH:18]=[CH:19][C:14]([Cl:13])=[CH:15][CH:16]=1)[CH2:30][C:31]([NH:1][C:2]1[CH:3]=[CH:4][C:5]([C:6]([O:8][CH2:9][CH3:10])=[O:7])=[CH:11][CH:12]=1)=[O:39])=[O:29])([CH3:28])([CH3:26])[CH3:27]. The yield is 0.720. (4) The product is [C:1](=[O:23])([O:21][CH3:22])[O:2][C:3]1[CH:8]=[C:7]([NH2:9])[C:6]([C:12]([CH3:15])([CH3:14])[CH3:13])=[CH:5][C:4]=1[CH:16]1[CH2:20][CH2:19][CH2:18][CH2:17]1. The catalyst is C(O)C.[Pd]. The yield is 0.920. The reactants are [C:1](=[O:23])([O:21][CH3:22])[O:2][C:3]1[CH:8]=[C:7]([N+:9]([O-])=O)[C:6]([C:12]([CH3:15])([CH3:14])[CH3:13])=[CH:5][C:4]=1[C:16]1[CH2:20][CH2:19][CH2:18][CH:17]=1. (5) The reactants are [O:1]=[C:2]1[NH:11][C:10]2[N:9]=[C:8]([O:12][CH:13]([CH3:18])[CH2:14][CH2:15][CH:16]=O)[CH:7]=[CH:6][C:5]=2[CH2:4][CH2:3]1.Cl.[Cl:20][C:21]1[C:26]([Cl:27])=[CH:25][CH:24]=[CH:23][C:22]=1[N:28]1[CH2:33][CH2:32][NH:31][CH2:30][CH2:29]1.CCN(CC)CC.[BH-](OC(C)=O)(OC(C)=O)OC(C)=O.[Na+]. The catalyst is ClCCCl. The product is [Cl:20][C:21]1[C:26]([Cl:27])=[CH:25][CH:24]=[CH:23][C:22]=1[N:28]1[CH2:33][CH2:32][N:31]([CH2:16][CH2:15][CH2:14][CH:13]([CH3:18])[O:12][C:8]2[N:9]=[C:10]3[C:5]([CH2:4][CH2:3][C:2](=[O:1])[NH:11]3)=[CH:6][CH:7]=2)[CH2:30][CH2:29]1. The yield is 0.610. (6) The product is [C:7]([O:11][C:12]([N:14]1[CH2:19][CH2:18][N:17]([CH2:2][CH2:1][S:3]([CH3:6])(=[O:5])=[O:4])[CH2:16][CH2:15]1)=[O:13])([CH3:10])([CH3:8])[CH3:9]. The catalyst is CO. The yield is 0.950. The reactants are [CH:1]([S:3]([CH3:6])(=[O:5])=[O:4])=[CH2:2].[C:7]([O:11][C:12]([N:14]1[CH2:19][CH2:18][NH:17][CH2:16][CH2:15]1)=[O:13])([CH3:10])([CH3:9])[CH3:8].